Dataset: Full USPTO retrosynthesis dataset with 1.9M reactions from patents (1976-2016). Task: Predict the reactants needed to synthesize the given product. Given the product [NH2:28][C:29]1[N:34]=[CH:33][C:32]([C:2]2[N:10]=[CH:9][C:8]3[NH:7][C:6]4[N:11]=[CH:12][C:13]([C:15]5[CH:20]=[CH:19][C:18]([CH2:21][N:22]6[CH2:27][CH2:26][CH2:25][CH2:24][CH2:23]6)=[CH:17][CH:16]=5)=[CH:14][C:5]=4[C:4]=3[CH:3]=2)=[CH:31][N:30]=1, predict the reactants needed to synthesize it. The reactants are: Cl[C:2]1[N:10]=[CH:9][C:8]2[NH:7][C:6]3[N:11]=[CH:12][C:13]([C:15]4[CH:20]=[CH:19][C:18]([CH2:21][N:22]5[CH2:27][CH2:26][CH2:25][CH2:24][CH2:23]5)=[CH:17][CH:16]=4)=[CH:14][C:5]=3[C:4]=2[CH:3]=1.[NH2:28][C:29]1[N:34]=[CH:33][C:32](B(O)O)=[CH:31][N:30]=1.ClCCl.